The task is: Predict the reactants needed to synthesize the given product.. This data is from Full USPTO retrosynthesis dataset with 1.9M reactions from patents (1976-2016). (1) Given the product [Cl:23][C:17]1[C:18]([C:21]#[N:22])=[N:19][CH:20]=[C:15]([NH:13][C@@H:9]2[CH2:10][CH2:11][CH2:12][N:7]([C:3]3[CH:2]=[N:1][CH:6]=[CH:5][CH:4]=3)[CH2:8]2)[CH:16]=1, predict the reactants needed to synthesize it. The reactants are: [N:1]1[CH:6]=[CH:5][CH:4]=[C:3]([N:7]2[CH2:12][CH2:11][CH2:10][C@@H:9]([NH2:13])[CH2:8]2)[CH:2]=1.Br[C:15]1[CH:16]=[C:17]([Cl:23])[C:18]([C:21]#[N:22])=[N:19][CH:20]=1. (2) Given the product [CH:21](/[C:2]1[N:3]=[C:4]2[CH:10]=[CH:9][N:8]([S:11]([C:14]3[CH:20]=[CH:19][C:17]([CH3:18])=[CH:16][CH:15]=3)(=[O:13])=[O:12])[C:5]2=[N:6][CH:7]=1)=[CH:22]\[C:23]1[CH:28]=[CH:27][CH:26]=[CH:25][CH:24]=1, predict the reactants needed to synthesize it. The reactants are: Br[C:2]1[N:3]=[C:4]2[CH:10]=[CH:9][N:8]([S:11]([C:14]3[CH:20]=[CH:19][C:17]([CH3:18])=[CH:16][CH:15]=3)(=[O:13])=[O:12])[C:5]2=[N:6][CH:7]=1.[CH:21](/B(O)O)=[CH:22]\[C:23]1[CH:28]=[CH:27][CH:26]=[CH:25][CH:24]=1.C([O-])([O-])=O.[Na+].[Na+]. (3) Given the product [CH3:2][C:3]([CH3:4])=[CH:32][C@@H:29]1[CH2:30][NH:31][C:27](=[O:26])[CH2:28]1, predict the reactants needed to synthesize it. The reactants are: [Li][CH2:2][CH2:3][CH2:4]C.[I-].C1([PH+](C2C=CC=CC=2)C2C=CC=CC=2)C=CC=CC=1.[O:26]=[C:27]1[NH:31][CH2:30][C@@H:29]([CH:32]=O)[CH2:28]1. (4) Given the product [F:33][C:2]1([F:1])[O:6][C:5]2[CH:7]=[CH:8][C:9]([C:11]3([C:14]([NH:16][C:17]4[N:22]=[C:21]([C:23]5[C:24]([OH:30])=[N:25][CH:26]=[C:27]([CH3:29])[CH:28]=5)[C:20]([CH3:32])=[CH:19][CH:18]=4)=[O:15])[CH2:13][CH2:12]3)=[CH:10][C:4]=2[O:3]1, predict the reactants needed to synthesize it. The reactants are: [F:1][C:2]1([F:33])[O:6][C:5]2[CH:7]=[CH:8][C:9]([C:11]3([C:14]([NH:16][C:17]4[N:22]=[C:21]([C:23]5[C:24]([O:30]C)=[N:25][CH:26]=[C:27]([CH3:29])[CH:28]=5)[C:20]([CH3:32])=[CH:19][CH:18]=4)=[O:15])[CH2:13][CH2:12]3)=[CH:10][C:4]=2[O:3]1.[Si](I)(C)(C)C. (5) Given the product [CH2:33]([NH:35][CH2:31][C:9]1[CH:10]=[C:11]2[N:16]([C:8]=1[C:5]1[CH:6]=[CH:7][C:2]([F:1])=[CH:3][CH:4]=1)[CH:15]=[CH:14][C:13]([CH2:17][N:18]1[CH:22]=[C:21]([C:23]([OH:30])([CH2:24][CH3:25])[C:26]([F:27])([F:28])[F:29])[N:20]=[N:19]1)=[CH:12]2)[CH3:34], predict the reactants needed to synthesize it. The reactants are: [F:1][C:2]1[CH:7]=[CH:6][C:5]([C:8]2[N:16]3[C:11]([CH:12]=[C:13]([CH2:17][N:18]4[CH:22]=[C:21]([C:23]([OH:30])([C:26]([F:29])([F:28])[F:27])[CH2:24][CH3:25])[N:20]=[N:19]4)[CH:14]=[CH:15]3)=[CH:10][C:9]=2[CH:31]=O)=[CH:4][CH:3]=1.[CH2:33]([NH2:35])[CH3:34]. (6) Given the product [CH3:1][O:2][C:3]1[CH:8]=[CH:7][C:6]2[N:9]([CH2:10][C:11]3[CH:21]=[CH:20][C:14]4[N:15]=[C:16]([S:18][CH3:19])[O:17][C:13]=4[CH:12]=3)[CH:23]=[N:22][C:5]=2[CH:4]=1, predict the reactants needed to synthesize it. The reactants are: [CH3:1][O:2][C:3]1[CH:4]=[C:5]([NH2:22])[C:6]([NH:9][CH2:10][C:11]2[CH:21]=[CH:20][C:14]3[N:15]=[C:16]([S:18][CH3:19])[O:17][C:13]=3[CH:12]=2)=[CH:7][CH:8]=1.[CH2:23](OC(OCC)OCC)C. (7) Given the product [C:1]([O:5][C:6]([NH:8][CH2:9][CH2:10][N:11]([CH2:22][CH2:23][N:24]=[N+:25]=[N-:26])[CH2:22][CH2:23][N:24]=[N+:25]=[N-:26])=[O:7])([CH3:4])([CH3:3])[CH3:2], predict the reactants needed to synthesize it. The reactants are: [C:1]([O:5][C:6]([NH:8][CH2:9][CH2:10][NH2:11])=[O:7])([CH3:4])([CH3:3])[CH3:2].C1(C)C=CC(S(O[CH2:22][CH2:23][N:24]=[N+:25]=[N-:26])(=O)=O)=CC=1.C(=O)([O-])[O-].[K+].[K+]. (8) Given the product [CH2:25]([O:33][C:34](=[O:38])[CH2:35][O:36][N:37]=[CH:19][C:18]1[CH:17]=[CH:16][C:15]([N:12]2[CH2:11][CH2:10][N:9]([C:5]3[C:6]([NH2:8])=[N:7][C:2]([NH2:1])=[N:3][C:4]=3[CH3:23])[CH2:14][CH2:13]2)=[CH:22][CH:21]=1)[CH2:26][C:27]1[CH:32]=[CH:31][CH:30]=[CH:29][CH:28]=1, predict the reactants needed to synthesize it. The reactants are: [NH2:1][C:2]1[N:7]=[C:6]([NH2:8])[C:5]([N:9]2[CH2:14][CH2:13][N:12]([C:15]3[CH:22]=[CH:21][C:18]([CH:19]=O)=[CH:17][CH:16]=3)[CH2:11][CH2:10]2)=[C:4]([CH3:23])[N:3]=1.Cl.[CH2:25]([O:33][C:34](=[O:38])[CH2:35][O:36][NH2:37])[CH2:26][C:27]1[CH:32]=[CH:31][CH:30]=[CH:29][CH:28]=1.Cl.C(O)(C)C.